Predict which catalyst facilitates the given reaction. From a dataset of Catalyst prediction with 721,799 reactions and 888 catalyst types from USPTO. (1) Reactant: C(=O)([O-])[O-].[Cs+].[Cs+].[O:7]1[CH2:12][CH2:11][O:10][C:9]2[CH:13]=[C:14]([C:17]3[C:18]([CH3:36])=[C:19]([CH:33]=[CH:34][CH:35]=3)[CH2:20][O:21][C:22]3[CH:29]=[C:28]([O:30][CH3:31])[C:25]([CH:26]=[O:27])=[C:24]([OH:32])[CH:23]=3)[CH:15]=[CH:16][C:8]1=2.Br[CH2:38][C:39]1[CH:40]=[C:41]([CH:44]=[CH:45][CH:46]=1)[C:42]#[N:43].Cl. Product: [O:7]1[CH2:12][CH2:11][O:10][C:9]2[CH:13]=[C:14]([C:17]3[C:18]([CH3:36])=[C:19]([CH:33]=[CH:34][CH:35]=3)[CH2:20][O:21][C:22]3[CH:29]=[C:28]([O:30][CH3:31])[C:25]([CH:26]=[O:27])=[C:24]([CH:23]=3)[O:32][CH2:38][C:39]3[CH:40]=[C:41]([CH:44]=[CH:45][CH:46]=3)[C:42]#[N:43])[CH:15]=[CH:16][C:8]1=2. The catalyst class is: 9. (2) The catalyst class is: 20. Product: [OH:11][B:9]1[C:8]2[CH:12]=[C:13]([OH:17])[CH:14]=[C:15]([CH3:16])[C:7]=2[CH:6]([CH2:5][CH2:4][C:3]([OH:18])=[O:2])[O:10]1. Reactant: C[O:2][C:3](=[O:18])[CH2:4][CH2:5][CH:6]1[O:10][B:9]([OH:11])[C:8]2[CH:12]=[C:13]([OH:17])[CH:14]=[C:15]([CH3:16])[C:7]1=2.[Li+].[OH-].Cl. (3) Reactant: Br[C:2]1[CH:7]=[CH:6][CH:5]=[C:4]([O:8][CH3:9])[N:3]=1.C([O:13][B:14](OC(C)C)[O:15]C(C)C)(C)C.C([Li])CCC.CCCCCC.Cl. Product: [CH3:9][O:8][C:4]1[N:3]=[C:2]([B:14]([OH:15])[OH:13])[CH:7]=[CH:6][CH:5]=1. The catalyst class is: 11. (4) Reactant: [ClH:1].Cl.[CH3:3][C@H:4]1[C:12]2[C:11]([N:13]3[CH2:18][CH2:17][NH:16][CH2:15][CH2:14]3)=[N:10][CH:9]=[N:8][C:7]=2[C@H:6]([OH:19])[CH2:5]1.[Cl:20][C:21]1[CH:26]=[CH:25][C:24]([CH:27]([CH2:31][NH:32][CH2:33][C:34]([F:37])([F:36])[F:35])[C:28]([O-])=[O:29])=[CH:23][CH:22]=1.[K+].CCN(C(C)C)C(C)C.CN(C(ON1N=NC2C=CC=CC1=2)=[N+](C)C)C.F[P-](F)(F)(F)(F)F.Cl. Product: [ClH:20].[ClH:1].[Cl:20][C:21]1[CH:22]=[CH:23][C:24]([CH:27]([CH2:31][NH:32][CH2:33][C:34]([F:35])([F:36])[F:37])[C:28]([N:16]2[CH2:15][CH2:14][N:13]([C:11]3[C:12]4[C@H:4]([CH3:3])[CH2:5][C@@H:6]([OH:19])[C:7]=4[N:8]=[CH:9][N:10]=3)[CH2:18][CH2:17]2)=[O:29])=[CH:25][CH:26]=1. The catalyst class is: 215. (5) Reactant: [Cl:1][C:2]1[CH:7]=[CH:6][C:5]([CH:8]2[CH2:13][C:12](=[O:14])[NH:11][C:10]([CH3:15])=[C:9]2[C:16]([NH:18][C:19]2[CH:20]=[C:21]3[C:25](=[CH:26][C:27]=2[F:28])[NH:24][N:23]=[CH:22]3)=[O:17])=[CH:4][C:3]=1[N+:29]([O-])=O.Cl[Sn]Cl.O.[OH-].[Na+]. Product: [NH2:29][C:3]1[CH:4]=[C:5]([CH:8]2[CH2:13][C:12](=[O:14])[NH:11][C:10]([CH3:15])=[C:9]2[C:16]([NH:18][C:19]2[CH:20]=[C:21]3[C:25](=[CH:26][C:27]=2[F:28])[NH:24][N:23]=[CH:22]3)=[O:17])[CH:6]=[CH:7][C:2]=1[Cl:1]. The catalyst class is: 25. (6) Reactant: Cl.[F:2][C@@H:3]1[CH2:7][NH:6][C@H:5]([C:8]([O:10]C)=O)[CH2:4]1.C([N:15](C(C)C)CC)(C)C.ON1C2C=CC=CC=2N=N1.C([O:34][CH2:35][C:36]([OH:38])=O)(=O)C.Cl.C(N=C=NCCCN(C)C)C. Product: [F:2][C@@H:3]1[CH2:7][N:6]([C:36](=[O:38])[CH2:35][OH:34])[C@H:5]([C:8]([NH2:15])=[O:10])[CH2:4]1. The catalyst class is: 10. (7) Reactant: [Cl:1][C:2]1[CH:7]=[C:6](Cl)[C:5]([N+:9]([O-:11])=[O:10])=[CH:4][N:3]=1.[CH2:12]([NH2:19])[C:13]1[CH:18]=[CH:17][CH:16]=[CH:15][CH:14]=1.CCN(C(C)C)C(C)C.O. The catalyst class is: 37. Product: [CH2:12]([NH:19][C:6]1[C:5]([N+:9]([O-:11])=[O:10])=[CH:4][N:3]=[C:2]([Cl:1])[CH:7]=1)[C:13]1[CH:18]=[CH:17][CH:16]=[CH:15][CH:14]=1.